From a dataset of Catalyst prediction with 721,799 reactions and 888 catalyst types from USPTO. Predict which catalyst facilitates the given reaction. (1) Reactant: [CH3:1][C:2]1([CH3:22])[C@H:5]([NH:6][C:7]2[C:12]([C:13]([F:16])([F:15])[F:14])=[CH:11][N:10]=[C:9](S(C)(=O)=O)[N:8]=2)[CH2:4][C@@H:3]1[OH:21].Cl.Cl.[F:25][C:26]([C:29]1[C:34]([CH2:35][NH2:36])=[CH:33][N:32]=[CH:31][N:30]=1)([CH3:28])[CH3:27]. Product: [F:25][C:26]([C:29]1[C:34]([CH2:35][NH:36][C:9]2[N:8]=[C:7]([NH:6][C@@H:5]3[CH2:4][C@H:3]([OH:21])[C:2]3([CH3:22])[CH3:1])[C:12]([C:13]([F:16])([F:15])[F:14])=[CH:11][N:10]=2)=[CH:33][N:32]=[CH:31][N:30]=1)([CH3:27])[CH3:28]. The catalyst class is: 12. (2) Reactant: Br[C:2]1[CH:3]=[CH:4][C:5]2[O:14][C:13]3[C:12](=[O:15])[NH:11][C:10]([CH2:16][N:17]4[CH2:21][CH2:20][C@H:19]([OH:22])[CH2:18]4)=[N:9][C:8]=3[C:6]=2[CH:7]=1.C([O-])([O-])=O.[Cs+].[Cs+].[CH2:29]([OH:32])[C:30]#[CH:31]. Product: [OH:32][CH2:29][C:30]#[C:31][C:2]1[CH:3]=[CH:4][C:5]2[O:14][C:13]3[C:12](=[O:15])[NH:11][C:10]([CH2:16][N:17]4[CH2:21][CH2:20][C@H:19]([OH:22])[CH2:18]4)=[N:9][C:8]=3[C:6]=2[CH:7]=1. The catalyst class is: 371. (3) Reactant: [CH3:1][O:2][C:3]1[CH:4]=[C:5]([N:12]2[CH2:17][CH2:16][CH:15]([CH2:18][CH2:19][S:20]([CH3:23])(=[O:22])=[O:21])[CH2:14][CH2:13]2)[CH:6]=[CH:7][C:8]=1[N+:9]([O-])=O.Cl[Sn]Cl. Product: [CH3:1][O:2][C:3]1[CH:4]=[C:5]([N:12]2[CH2:13][CH2:14][CH:15]([CH2:18][CH2:19][S:20]([CH3:23])(=[O:22])=[O:21])[CH2:16][CH2:17]2)[CH:6]=[CH:7][C:8]=1[NH2:9]. The catalyst class is: 295. (4) Reactant: [CH2:1]([O:3][C:4]1[CH:9]=[CH:8][C:7]([CH2:10][OH:11])=[C:6]([O:12][CH3:13])[CH:5]=1)[CH3:2].C(N(CC)CC)C.[CH3:21][S:22](Cl)(=[O:24])=[O:23]. Product: [CH3:21][S:22]([O:11][CH2:10][C:7]1[CH:8]=[CH:9][C:4]([O:3][CH2:1][CH3:2])=[CH:5][C:6]=1[O:12][CH3:13])(=[O:24])=[O:23]. The catalyst class is: 91. (5) Reactant: [Cl:1][C:2]1[N:3]=[C:4]([C:9]([NH:11][C@H:12]2[CH2:17][CH2:16][N:15](C(OC(C)(C)C)=O)[CH2:14][C@H:13]2[O:25][CH2:26][CH3:27])=[O:10])[NH:5][C:6]=1[CH2:7][CH3:8].Cl.O1CCOCC1. Product: [ClH:1].[Cl:1][C:2]1[N:3]=[C:4]([C:9]([NH:11][C@H:12]2[CH2:17][CH2:16][NH:15][CH2:14][C@H:13]2[O:25][CH2:26][CH3:27])=[O:10])[NH:5][C:6]=1[CH2:7][CH3:8]. The catalyst class is: 8.